Dataset: CYP2C9 inhibition data for predicting drug metabolism from PubChem BioAssay. Task: Regression/Classification. Given a drug SMILES string, predict its absorption, distribution, metabolism, or excretion properties. Task type varies by dataset: regression for continuous measurements (e.g., permeability, clearance, half-life) or binary classification for categorical outcomes (e.g., BBB penetration, CYP inhibition). Dataset: cyp2c9_veith. (1) The compound is O=C1N[C@@]2(CN3CCC2CC3)C(=O)N1CN(Cc1ccccc1)c1ccccc1. The result is 0 (non-inhibitor). (2) The drug is C=CC(=O)N1C(=O)c2ccccc2S1(=O)=O. The result is 0 (non-inhibitor). (3) The molecule is Cc1ccc(S(=O)(=O)N(Cc2ccccc2)c2ccccc2C(=O)NCc2ccco2)cc1. The result is 1 (inhibitor).